Task: Predict the reactants needed to synthesize the given product.. Dataset: Full USPTO retrosynthesis dataset with 1.9M reactions from patents (1976-2016) (1) Given the product [NH2:1][C:2]1[N:3]([C:14]([O:16][C:17]([CH3:20])([CH3:19])[CH3:18])=[O:15])[CH:4]=[C:5]([CH2:7][CH2:8][CH2:9][CH2:10][CH2:11][C:12]2[N:23]=[N:22][N:21]([CH2:24][CH2:25][NH:26][C:27](=[O:41])[CH2:28][CH2:29][CH2:30][CH2:31][CH2:32][CH2:33][CH2:34][CH2:35][CH2:36][CH2:37][CH2:38][CH2:39][CH3:40])[CH:13]=2)[N:6]=1, predict the reactants needed to synthesize it. The reactants are: [NH2:1][C:2]1[N:3]([C:14]([O:16][C:17]([CH3:20])([CH3:19])[CH3:18])=[O:15])[CH:4]=[C:5]([CH2:7][CH2:8][CH2:9][CH2:10][CH2:11][C:12]#[CH:13])[N:6]=1.[N:21]([CH2:24][CH2:25][NH:26][C:27](=[O:41])[CH2:28][CH2:29][CH2:30][CH2:31][CH2:32][CH2:33][CH2:34][CH2:35][CH2:36][CH2:37][CH2:38][CH2:39][CH3:40])=[N+:22]=[N-:23]. (2) Given the product [NH:37]1[C:38]2[C:43](=[CH:42][CH:41]=[CH:40][CH:39]=2)[C:35]([CH2:34][C@@H:18]2[C:17](=[O:51])[N:16]([CH2:15][C:14]([N:13]3[C:7]4[CH:6]=[CH:5][CH:4]=[C:3]([O:2][CH3:1])[C:8]=4[CH2:9][CH2:10][CH2:11][CH2:12]3)=[O:52])[C:22]3[CH:23]=[CH:24][CH:25]=[CH:26][C:21]=3[N:20]([C:27]3[CH:32]=[CH:31][CH:30]=[CH:29][CH:28]=3)[C:19]2=[O:33])=[N:36]1, predict the reactants needed to synthesize it. The reactants are: [CH3:1][O:2][C:3]1[C:8]2[CH2:9][CH2:10][CH2:11][CH2:12][N:13]([C:14](=[O:52])[CH2:15][N:16]3[C:22]4[CH:23]=[CH:24][CH:25]=[CH:26][C:21]=4[N:20]([C:27]4[CH:32]=[CH:31][CH:30]=[CH:29][CH:28]=4)[C:19](=[O:33])[C@H:18]([CH2:34][C:35]4[C:43]5[C:38](=[CH:39][CH:40]=[CH:41][CH:42]=5)[N:37](C(OC(C)(C)C)=O)[N:36]=4)[C:17]3=[O:51])[C:7]=2[CH:6]=[CH:5][CH:4]=1.FC(F)(F)C(O)=O. (3) Given the product [F:33][C:30]([F:31])([F:32])[C:28]1[CH:27]=[C:26]([C:34]([CH3:38])([CH3:39])[C:35]([N:8]([C:5]2[CH:6]=[N:7][C:2]([Cl:1])=[CH:3][C:4]=2[C:10]2[C:11]([CH3:16])=[N:12][CH:13]=[CH:14][CH:15]=2)[CH3:9])=[O:36])[CH:25]=[C:24]([C:23]([F:40])([F:22])[F:41])[CH:29]=1, predict the reactants needed to synthesize it. The reactants are: [Cl:1][C:2]1[N:7]=[CH:6][C:5]([NH:8][CH3:9])=[C:4]([C:10]2[C:11]([CH3:16])=[N:12][CH:13]=[CH:14][CH:15]=2)[CH:3]=1.C([Li])CCC.[F:22][C:23]([F:41])([F:40])[C:24]1[CH:25]=[C:26]([C:34]([CH3:39])([CH3:38])[C:35](Cl)=[O:36])[CH:27]=[C:28]([C:30]([F:33])([F:32])[F:31])[CH:29]=1.[OH-].[Na+]. (4) Given the product [Br:1][C:2]1[CH:3]=[C:4]([NH:8][C:16](=[O:17])[O:18][CH2:19][CH3:20])[CH:5]=[N:6][CH:7]=1, predict the reactants needed to synthesize it. The reactants are: [Br:1][C:2]1[CH:3]=[C:4]([NH2:8])[CH:5]=[N:6][CH:7]=1.N1C=CC=CC=1.Cl[C:16]([O:18][CH2:19][CH3:20])=[O:17]. (5) Given the product [C:11]([C:10]1[CH:13]=[CH:14][C:7]([N:6]2[C@@H:5]3[CH2:19][CH2:20][CH2:21][CH2:22][CH2:23][C@H:4]3[N:3]([C:33]3[CH:32]=[CH:31][C:26]([C:27]([NH:29][CH3:30])=[O:28])=[C:25]([F:24])[CH:34]=3)[C:2]2=[O:1])=[CH:8][C:9]=1[C:15]([F:18])([F:16])[F:17])#[N:12], predict the reactants needed to synthesize it. The reactants are: [O:1]=[C:2]1[N:6]([C:7]2[CH:14]=[CH:13][C:10]([C:11]#[N:12])=[C:9]([C:15]([F:18])([F:17])[F:16])[CH:8]=2)[C@@H:5]2[CH2:19][CH2:20][CH2:21][CH2:22][CH2:23][C@H:4]2[NH:3]1.[F:24][C:25]1[CH:34]=[C:33](I)[CH:32]=[CH:31][C:26]=1[C:27]([NH:29][CH3:30])=[O:28].